This data is from Forward reaction prediction with 1.9M reactions from USPTO patents (1976-2016). The task is: Predict the product of the given reaction. (1) Given the reactants [F:1][C:2]([F:18])([C:12]1[CH:17]=[CH:16][CH:15]=[CH:14][CH:13]=1)[C:3]1[CH:4]=[CH:5][C:6]2[O:10][CH:9]=[CH:8][C:7]=2[CH:11]=1.C([Li])CCC.B(OC(C)C)(OC(C)C)OC(C)C.Br[C:38]1[CH:53]=[CH:52][C:41]([CH2:42][N:43]2[CH2:46][CH:45]([C:47]([O:49][CH2:50][CH3:51])=[O:48])[CH2:44]2)=[CH:40][C:39]=1[F:54].FC(F)(C1C=CC=CC=1)C1C=CC2OC(B(O)O)=CC=2C=1, predict the reaction product. The product is: [F:18][C:2]([F:1])([C:12]1[CH:17]=[CH:16][CH:15]=[CH:14][CH:13]=1)[C:3]1[CH:4]=[CH:5][C:6]2[O:10][C:9]([C:38]3[CH:53]=[CH:52][C:41]([CH2:42][N:43]4[CH2:46][CH:45]([C:47]([O:49][CH2:50][CH3:51])=[O:48])[CH2:44]4)=[CH:40][C:39]=3[F:54])=[CH:8][C:7]=2[CH:11]=1. (2) The product is: [N:1]1[CH:6]=[CH:5][CH:4]=[CH:3][C:2]=1[C:7]([C@@H:8]1[CH2:12][CH2:11][CH2:10][N:9]1[C:13](=[O:31])[C@H:14]([CH:28]([CH3:30])[CH3:29])[NH:15][C:16](=[O:27])[C@H:17]([CH3:26])[NH:18][C:19]([O:21][C:22]([CH3:24])([CH3:25])[CH3:23])=[O:20])=[O:32]. Given the reactants [N:1]1[CH:6]=[CH:5][CH:4]=[CH:3][C:2]=1[CH:7]([OH:32])[C@@H:8]1[CH2:12][CH2:11][CH2:10][N:9]1[C:13](=[O:31])[C@H:14]([CH:28]([CH3:30])[CH3:29])[NH:15][C:16](=[O:27])[C@H:17]([CH3:26])[NH:18][C:19]([O:21][C:22]([CH3:25])([CH3:24])[CH3:23])=[O:20].C(Cl)(=O)C(Cl)=O.CS(C)=O, predict the reaction product. (3) The product is: [C:26]([N:19]1[C:20]2[N:21]=[CH:22][N:23]=[CH:24][C:25]=2[C:17]([C:15]([C:13]2[CH:12]=[N:11][CH:10]=[C:9]([NH:7][CH3:6])[CH:14]=2)=[O:16])=[CH:18]1)([CH3:29])([CH3:28])[CH3:27]. Given the reactants C(O[C:6](=O)[N:7]([C:9]1[CH:10]=[N:11][CH:12]=[C:13]([C:15]([C:17]2[C:25]3[CH:24]=[N:23][CH:22]=[N:21][C:20]=3[N:19]([C:26]([CH3:29])([CH3:28])[CH3:27])[CH:18]=2)=[O:16])[CH:14]=1)C)(C)(C)C.Cl, predict the reaction product. (4) Given the reactants [CH2:1]([N:4]1[C:12]2[C:7](=[N:8][C:9]([C:14]3[CH:19]=[CH:18][C:17](Br)=[CH:16][CH:15]=3)=[C:10]([Cl:13])[CH:11]=2)[N:6]=[C:5]1[O:21][C@@H:22]1[CH2:26][O:25][C@@H:24]2[C@H:27]([O:30][Si:31]([C:34]([CH3:37])([CH3:36])[CH3:35])([CH3:33])[CH3:32])[CH2:28][O:29][C@H:23]12)[CH:2]=[CH2:3].[N:38]1[NH:39][CH:40]=[C:41]2[CH2:45][N:44]([C:46]([O:48][C:49]([CH3:52])([CH3:51])[CH3:50])=[O:47])[CH2:43][C:42]=12.P([O-])([O-])([O-])=O.[K+].[K+].[K+].CN[C@@H]1CCCC[C@H]1NC, predict the reaction product. The product is: [Si:31]([O:30][C@H:27]1[C@H:24]2[O:25][CH2:26][C@@H:22]([O:21][C:5]3[N:4]([CH2:1][CH:2]=[CH2:3])[C:12]4[C:7]([N:6]=3)=[N:8][C:9]([C:14]3[CH:15]=[CH:16][C:17]([N:39]5[CH:40]=[C:41]6[CH2:45][N:44]([C:46]([O:48][C:49]([CH3:52])([CH3:51])[CH3:50])=[O:47])[CH2:43][C:42]6=[N:38]5)=[CH:18][CH:19]=3)=[C:10]([Cl:13])[CH:11]=4)[C@H:23]2[O:29][CH2:28]1)([C:34]([CH3:35])([CH3:36])[CH3:37])([CH3:32])[CH3:33]. (5) The product is: [CH3:56][C:46]1[CH:47]=[CH:48][C:49]([S:52]([OH:55])(=[O:54])=[O:53])=[CH:50][CH:51]=1.[CH3:1][NH:2][CH2:3][C:4]([O:6][C@H:7]([CH3:45])[CH2:8][N:9]1[C:13]([CH3:14])=[C:12]([C:15](=[O:37])[NH:16][C:17]2[CH:22]=[CH:21][C:20]([O:23][C:24]3[C:33]4[C:28](=[CH:29][C:30]([O:34][CH3:35])=[CH:31][CH:32]=4)[N:27]=[CH:26][CH:25]=3)=[C:19]([F:36])[CH:18]=2)[C:11](=[O:38])[N:10]1[C:39]1[CH:40]=[CH:41][CH:42]=[CH:43][CH:44]=1)=[O:5]. Given the reactants [CH3:1][NH:2][CH2:3][C:4]([O:6][C@H:7]([CH3:45])[CH2:8][N:9]1[C:13]([CH3:14])=[C:12]([C:15](=[O:37])[NH:16][C:17]2[CH:22]=[CH:21][C:20]([O:23][C:24]3[C:33]4[C:28](=[CH:29][C:30]([O:34][CH3:35])=[CH:31][CH:32]=4)[N:27]=[CH:26][CH:25]=3)=[C:19]([F:36])[CH:18]=2)[C:11](=[O:38])[N:10]1[C:39]1[CH:44]=[CH:43][CH:42]=[CH:41][CH:40]=1)=[O:5].[C:46]1([CH3:56])[CH:51]=[CH:50][C:49]([S:52]([OH:55])(=[O:54])=[O:53])=[CH:48][CH:47]=1, predict the reaction product. (6) Given the reactants O.[OH-].[Li+].C[O:5][C:6](=[O:40])[C@H:7]([CH2:15][C:16]1[CH:21]=[C:20]([I:22])[C:19]([O:23][CH2:24][C:25]2[CH:30]=[CH:29][C:28]([O:31][C:32]3[CH:37]=[CH:36][C:35]([OH:38])=[CH:34][CH:33]=3)=[CH:27][CH:26]=2)=[C:18]([I:39])[CH:17]=1)[NH:8]C(=O)C(F)(F)F.Cl, predict the reaction product. The product is: [OH:38][C:35]1[CH:34]=[CH:33][C:32]([O:31][C:28]2[CH:29]=[CH:30][C:25]([CH2:24][O:23][C:19]3[C:18]([I:39])=[CH:17][C:16]([CH2:15][C@@H:7]([C:6]([OH:40])=[O:5])[NH2:8])=[CH:21][C:20]=3[I:22])=[CH:26][CH:27]=2)=[CH:37][CH:36]=1. (7) Given the reactants [Cl:1][C:2]1[CH:7]=[CH:6][CH:5]=[CH:4][C:3]=1[C:8]1[C:12]([C:13]2[CH:30]=[CH:29][C:16]([O:17][CH:18]3[CH2:21][N:20](C(OC(C)(C)C)=O)[CH2:19]3)=[CH:15][CH:14]=2)=[C:11]([C:31]2[CH:36]=[CH:35][C:34]([O:37]C)=[CH:33][CH:32]=2)[O:10][N:9]=1.O, predict the reaction product. The product is: [NH:20]1[CH2:19][CH:18]([O:17][C:16]2[CH:29]=[CH:30][C:13]([C:12]3[C:8]([C:3]4[CH:4]=[CH:5][CH:6]=[CH:7][C:2]=4[Cl:1])=[N:9][O:10][C:11]=3[C:31]3[CH:32]=[CH:33][C:34]([OH:37])=[CH:35][CH:36]=3)=[CH:14][CH:15]=2)[CH2:21]1.